This data is from Catalyst prediction with 721,799 reactions and 888 catalyst types from USPTO. The task is: Predict which catalyst facilitates the given reaction. (1) Reactant: [CH3:1][N:2]([CH3:24])[CH2:3][CH2:4][CH2:5][NH:6][C:7]1[C:16]2[C:11](=[CH:12][CH:13]=[CH:14][CH:15]=2)[N:10]=[C:9]([CH2:17][N:18]2[CH2:23][CH2:22][NH:21][CH2:20][CH2:19]2)[N:8]=1.C(=O)([O-])[O-].[K+].[K+].[I-].[K+].[Cl:33][C:34]1[CH:39]=[CH:38][C:37]([CH:40](Cl)[C:41]2[CH:46]=[CH:45][C:44]([Cl:47])=[CH:43][CH:42]=2)=[CH:36][CH:35]=1. Product: [Cl:33][C:34]1[CH:35]=[CH:36][C:37]([CH:40]([C:41]2[CH:46]=[CH:45][C:44]([Cl:47])=[CH:43][CH:42]=2)[N:21]2[CH2:20][CH2:19][N:18]([CH2:17][C:9]3[N:8]=[C:7]([NH:6][CH2:5][CH2:4][CH2:3][N:2]([CH3:1])[CH3:24])[C:16]4[C:11](=[CH:12][CH:13]=[CH:14][CH:15]=4)[N:10]=3)[CH2:23][CH2:22]2)=[CH:38][CH:39]=1. The catalyst class is: 10. (2) Product: [O:1]1[C:5]2[CH:6]=[CH:7][C:8]([CH2:10][CH2:11][CH2:12][OH:13])=[CH:9][C:4]=2[CH2:3][CH2:2]1. Reactant: [O:1]1[C:5]2[CH:6]=[CH:7][C:8]([CH2:10][CH2:11][C:12](O)=[O:13])=[CH:9][C:4]=2[CH2:3][CH2:2]1.O1CCCC1.B.O.Cl. The catalyst class is: 7. (3) Reactant: [F:1][C:2]1[CH:3]=[C:4]([C:9](=[O:35])[C:10](=[C:26]2[NH:30][C:29]3[CH:31]=[CH:32][CH:33]=[CH:34][C:28]=3[NH:27]2)[C:11]([C:13]2[CH:14]=[C:15]([CH:19]=[CH:20][C:21](OCC)=[O:22])[CH:16]=[CH:17][CH:18]=2)=[O:12])[CH:5]=[C:6]([F:8])[CH:7]=1.[H-].C([Al+]CC(C)C)C(C)C. Product: [F:1][C:2]1[CH:3]=[C:4]([C:9](=[O:35])[C:10](=[C:26]2[NH:27][C:28]3[CH:34]=[CH:33][CH:32]=[CH:31][C:29]=3[NH:30]2)[C:11]([C:13]2[CH:18]=[CH:17][CH:16]=[C:15]([CH:19]=[CH:20][CH2:21][OH:22])[CH:14]=2)=[O:12])[CH:5]=[C:6]([F:8])[CH:7]=1. The catalyst class is: 1. (4) Reactant: C(O[C:6](=O)[N:7]([CH:9]1[CH:13]([C:14]2[CH:19]=[CH:18][C:17]([Cl:20])=[C:16]([Cl:21])[CH:15]=2)[CH2:12][N:11]([C:22]([N:24]2[CH2:29][CH2:28][N:27]([S:30]([CH3:33])(=[O:32])=[O:31])[CH2:26][CH2:25]2)=[O:23])[CH2:10]1)C)(C)(C)C.C(O)(C(F)(F)F)=O.C([O-])(O)=O.[Na+]. Product: [Cl:21][C:16]1[CH:15]=[C:14]([CH:13]2[CH:9]([NH:7][CH3:6])[CH2:10][N:11]([C:22]([N:24]3[CH2:25][CH2:26][N:27]([S:30]([CH3:33])(=[O:31])=[O:32])[CH2:28][CH2:29]3)=[O:23])[CH2:12]2)[CH:19]=[CH:18][C:17]=1[Cl:20]. The catalyst class is: 2. (5) Reactant: [NH2:1][C:2]([CH3:6])([CH3:5])[CH2:3][OH:4].[H-].[Na+].[N+]([C:12]1[CH:19]=[CH:18][CH:17]=[C:16]([N+:20]([O-:22])=[O:21])[C:13]=1[C:14]#[N:15])([O-])=O.[C:23](O[C:23]([O:25][C:26]([CH3:29])([CH3:28])[CH3:27])=[O:24])([O:25][C:26]([CH3:29])([CH3:28])[CH3:27])=[O:24].C(O)(=O)CC(CC(O)=O)(C(O)=O)O. Product: [C:26]([O:25][C:23](=[O:24])[NH:1][C:2]([CH3:6])([CH3:5])[CH2:3][O:4][C:12]1[CH:19]=[CH:18][CH:17]=[C:16]([N+:20]([O-:22])=[O:21])[C:13]=1[C:14]#[N:15])([CH3:29])([CH3:28])[CH3:27]. The catalyst class is: 1. (6) Reactant: ClCCl.C[O:5][C:6]([C:20]1[S:24][C:23]([C:25]2[CH:30]=[CH:29][C:28]([CH3:31])=[CH:27][C:26]=2[CH3:32])=[N:22][C:21]=1[CH3:33])(OC)[CH2:7][O:8][CH2:9][C:10]1[CH:15]=[CH:14][C:13]([O:16][CH3:17])=[CH:12][CH:11]=1.FC(F)(F)C(O)=O.C(=O)(O)[O-].[Na+]. Product: [CH3:32][C:26]1[CH:27]=[C:28]([CH3:31])[CH:29]=[CH:30][C:25]=1[C:23]1[S:24][C:20]([C:6](=[O:5])[CH2:7][O:8][CH2:9][C:10]2[CH:11]=[CH:12][C:13]([O:16][CH3:17])=[CH:14][CH:15]=2)=[C:21]([CH3:33])[N:22]=1. The catalyst class is: 6. (7) Reactant: [CH2:1]([O:8][C:9]1[CH:14]=[CH:13][C:12](Br)=[C:11]([CH3:16])[CH:10]=1)[C:2]1[CH:7]=[CH:6][CH:5]=[CH:4][CH:3]=1.C([Li])CCC.CON(C)[C:25](=[O:38])[C:26]1[CH:31]=[CH:30][C:29]([O:32][CH3:33])=[CH:28][C:27]=1[O:34][CH2:35][O:36][CH3:37]. Product: [CH2:1]([O:8][C:9]1[CH:14]=[CH:13][C:12]([C:25]([C:26]2[CH:31]=[CH:30][C:29]([O:32][CH3:33])=[CH:28][C:27]=2[O:34][CH2:35][O:36][CH3:37])=[O:38])=[C:11]([CH3:16])[CH:10]=1)[C:2]1[CH:7]=[CH:6][CH:5]=[CH:4][CH:3]=1. The catalyst class is: 7. (8) Reactant: [Cl:1][CH2:2][C@@H:3]([OH:27])[CH2:4][O:5][C:6]1[CH:11]=[CH:10][C:9]([C:12]([C:15]2[CH:26]=[CH:25][C:18]([O:19][CH2:20][C@H:21]([OH:24])[CH2:22][OH:23])=[CH:17][CH:16]=2)([CH3:14])[CH3:13])=[CH:8][CH:7]=1.[C:28]1(=[O:34])[O:33][C:31](=[O:32])[CH2:30][CH2:29]1. Product: [C:28]([OH:33])(=[O:34])[CH2:29][CH2:30][C:31]([OH:5])=[O:32].[C:28]([OH:33])(=[O:34])[CH2:29][CH2:30][C:31]([OH:5])=[O:32].[C:28]([OH:33])(=[O:34])[CH2:29][CH2:30][C:31]([OH:5])=[O:32].[Cl:1][CH2:2][C@@H:3]([OH:27])[CH2:4][O:5][C:6]1[CH:7]=[CH:8][C:9]([C:12]([C:15]2[CH:16]=[CH:17][C:18]([O:19][CH2:20][C@@H:21]([OH:24])[CH2:22][OH:23])=[CH:25][CH:26]=2)([CH3:14])[CH3:13])=[CH:10][CH:11]=1. The catalyst class is: 17. (9) Reactant: [C:1]([NH:4][C:5]1[NH:9][C:8]([C:10]2[CH:15]=[CH:14][C:13]([F:16])=[CH:12][CH:11]=2)=[N:7][C:6]=1[C:17]1[CH:22]=[CH:21][CH:20]=[CH:19][CH:18]=1)(=O)[CH3:2].B.[ClH:24].C(=O)([O-])O.[Na+]. Product: [ClH:24].[CH2:1]([NH:4][C:5]1[NH:9][C:8]([C:10]2[CH:15]=[CH:14][C:13]([F:16])=[CH:12][CH:11]=2)=[N:7][C:6]=1[C:17]1[CH:22]=[CH:21][CH:20]=[CH:19][CH:18]=1)[CH3:2]. The catalyst class is: 7. (10) Reactant: [CH3:1][O:2][C:3]([C:5]1[C:14]2[C:9](=[CH:10][CH:11]=[CH:12][CH:13]=2)[N:8]=[C:7]([C:15]2[CH:20]=[CH:19][CH:18]=[CH:17][CH:16]=2)[C:6]=1[CH2:21]Br)=[O:4].[C-:23]#[N:24].[Na+]. Product: [CH3:1][O:2][C:3]([C:5]1[C:14]2[C:9](=[CH:10][CH:11]=[CH:12][CH:13]=2)[N:8]=[C:7]([C:15]2[CH:20]=[CH:19][CH:18]=[CH:17][CH:16]=2)[C:6]=1[CH2:21][C:23]#[N:24])=[O:4]. The catalyst class is: 3.